Dataset: NCI-60 drug combinations with 297,098 pairs across 59 cell lines. Task: Regression. Given two drug SMILES strings and cell line genomic features, predict the synergy score measuring deviation from expected non-interaction effect. (1) Drug 1: CCC1(CC2CC(C3=C(CCN(C2)C1)C4=CC=CC=C4N3)(C5=C(C=C6C(=C5)C78CCN9C7C(C=CC9)(C(C(C8N6C)(C(=O)OC)O)OC(=O)C)CC)OC)C(=O)OC)O.OS(=O)(=O)O. Drug 2: C1C(C(OC1N2C=NC3=C2NC=NCC3O)CO)O. Cell line: MOLT-4. Synergy scores: CSS=-6.25, Synergy_ZIP=3.44, Synergy_Bliss=-0.475, Synergy_Loewe=-6.48, Synergy_HSA=-7.41. (2) Drug 1: C1=CC(=CC=C1CCCC(=O)O)N(CCCl)CCCl. Drug 2: C1CN(P(=O)(OC1)NCCCl)CCCl. Cell line: ACHN. Synergy scores: CSS=29.0, Synergy_ZIP=-2.70, Synergy_Bliss=-3.22, Synergy_Loewe=-22.5, Synergy_HSA=-3.09. (3) Drug 1: CC1=C2C(C(=O)C3(C(CC4C(C3C(C(C2(C)C)(CC1OC(=O)C(C(C5=CC=CC=C5)NC(=O)C6=CC=CC=C6)O)O)OC(=O)C7=CC=CC=C7)(CO4)OC(=O)C)O)C)OC(=O)C. Drug 2: C(CC(=O)O)C(=O)CN.Cl. Cell line: NCI/ADR-RES. Synergy scores: CSS=0.760, Synergy_ZIP=-0.130, Synergy_Bliss=-0.728, Synergy_Loewe=-2.46, Synergy_HSA=-1.49. (4) Drug 1: CC1=C(C=C(C=C1)NC(=O)C2=CC=C(C=C2)CN3CCN(CC3)C)NC4=NC=CC(=N4)C5=CN=CC=C5. Drug 2: CC(C)CN1C=NC2=C1C3=CC=CC=C3N=C2N. Cell line: BT-549. Synergy scores: CSS=-14.7, Synergy_ZIP=4.72, Synergy_Bliss=-1.32, Synergy_Loewe=-8.74, Synergy_HSA=-10.0. (5) Synergy scores: CSS=35.1, Synergy_ZIP=-5.13, Synergy_Bliss=1.80, Synergy_Loewe=-19.6, Synergy_HSA=2.78. Drug 1: CN1CCC(CC1)COC2=C(C=C3C(=C2)N=CN=C3NC4=C(C=C(C=C4)Br)F)OC. Cell line: CAKI-1. Drug 2: C1=NC2=C(N=C(N=C2N1C3C(C(C(O3)CO)O)O)F)N.